Task: Predict the reaction yield, written as a fraction of the theoretical maximum amount of product (1.0 means a 100% yield; for example, 0.34 means a 34% yield).. Dataset: Reaction yield outcomes from USPTO patents with 853,638 reactions (1) The reactants are C[N:2](C)[CH:3]=[CH:4][C:5]([C:7]1[C:12](=[O:13])[CH:11]=[CH:10][N:9]([C:14]2[CH:19]=[CH:18][CH:17]=[C:16]([C:20]([F:23])([F:22])[F:21])[CH:15]=2)[N:8]=1)=O.Cl.[CH3:26][O:27][C:28]1[CH:36]=[CH:35][C:31]([CH2:32][NH:33]N)=[CH:30][CH:29]=1.CCN(CC)CC.Cl. The catalyst is CO. The product is [CH3:26][O:27][C:28]1[CH:36]=[CH:35][C:31]([CH2:32][N:33]2[C:5]([C:7]3[C:12](=[O:13])[CH:11]=[CH:10][N:9]([C:14]4[CH:19]=[CH:18][CH:17]=[C:16]([C:20]([F:23])([F:22])[F:21])[CH:15]=4)[N:8]=3)=[CH:4][CH:3]=[N:2]2)=[CH:30][CH:29]=1. The yield is 0.430. (2) The reactants are [NH2:1][C:2]1[C:11]2[C:6](=[CH:7][CH:8]=[CH:9][C:10]=2[O:12][CH2:13][C:14]([NH2:17])([CH3:16])[CH3:15])[N:5]=[C:4]([CH3:18])[C:3]=1[C:19]([O:21][CH2:22][CH3:23])=[O:20].[C:24](O)(=[O:31])[C:25]1[CH:30]=[CH:29][N:28]=[CH:27][CH:26]=1.CCN=C=NCCCN(C)C.C1C=CC2N(O)N=NC=2C=1.C(N(CC)CC)C. The catalyst is CN(C=O)C. The product is [NH2:1][C:2]1[C:11]2[C:6](=[CH:7][CH:8]=[CH:9][C:10]=2[O:12][CH2:13][C:14]([NH:17][C:24](=[O:31])[C:25]2[CH:30]=[CH:29][N:28]=[CH:27][CH:26]=2)([CH3:16])[CH3:15])[N:5]=[C:4]([CH3:18])[C:3]=1[C:19]([O:21][CH2:22][CH3:23])=[O:20]. The yield is 0.830. (3) The reactants are [F:1][C:2]1[C:3]([C:22](OC)=[O:23])=[CH:4][N:5]([S:13]([C:16]2[CH:17]=[N:18][CH:19]=[CH:20][CH:21]=2)(=[O:15])=[O:14])[C:6]=1[C:7]1[CH:12]=[CH:11][CH:10]=[CH:9][CH:8]=1.[H-].C([Al+]CC(C)C)C(C)C.O.C(OCC)(=O)C. The catalyst is O1CCCC1.C1(C)C=CC=CC=1. The product is [F:1][C:2]1[C:3]([CH:22]=[O:23])=[CH:4][N:5]([S:13]([C:16]2[CH:17]=[N:18][CH:19]=[CH:20][CH:21]=2)(=[O:15])=[O:14])[C:6]=1[C:7]1[CH:12]=[CH:11][CH:10]=[CH:9][CH:8]=1. The yield is 0.670. (4) The reactants are [Cl-].O[NH3+:3].[C:4](=[O:7])([O-])[OH:5].[Na+].CS(C)=O.[CH2:13]([C:17]1[N:18]=[C:19]([CH3:45])[N:20]([C:39]2[CH:40]=[N:41][CH:42]=[CH:43][CH:44]=2)[C:21](=[O:38])[C:22]=1[CH2:23][C:24]1[CH:29]=[CH:28][C:27]([C:30]2[C:31]([C:36]#[N:37])=[CH:32][CH:33]=[CH:34][CH:35]=2)=[CH:26][CH:25]=1)[CH2:14][CH2:15][CH3:16]. The catalyst is O.C(OCC)(=O)C. The product is [CH2:13]([C:17]1[N:18]=[C:19]([CH3:45])[N:20]([C:39]2[CH:40]=[N:41][CH:42]=[CH:43][CH:44]=2)[C:21](=[O:38])[C:22]=1[CH2:23][C:24]1[CH:25]=[CH:26][C:27]([C:30]2[CH:35]=[CH:34][CH:33]=[CH:32][C:31]=2[C:36]2[NH:3][C:4](=[O:7])[O:5][N:37]=2)=[CH:28][CH:29]=1)[CH2:14][CH2:15][CH3:16]. The yield is 0.340. (5) The reactants are [NH2:1][CH2:2][CH:3]([OH:5])[CH3:4].[CH3:6][C:7]([O:10][C:11](O[C:11]([O:10][C:7]([CH3:9])([CH3:8])[CH3:6])=[O:12])=[O:12])([CH3:9])[CH3:8]. The catalyst is C1COCC1.O.C1COCC1. The product is [OH:5][CH:3]([CH3:4])[CH2:2][NH:1][C:11](=[O:12])[O:10][C:7]([CH3:9])([CH3:8])[CH3:6]. The yield is 0.874. (6) The reactants are Br[C:2]1[CH:7]=[CH:6][C:5]([NH:8][C:9](=[O:18])[O:10][CH2:11][C:12]2[CH:17]=[CH:16][CH:15]=[CH:14][CH:13]=2)=[C:4]([CH3:19])[CH:3]=1.CC1(C)C(C)(C)OB([C:28]2[CH2:33][CH2:32][N:31]([C:34]([O:36][C:37]([CH3:40])([CH3:39])[CH3:38])=[O:35])[CH2:30][CH:29]=2)O1.C(=O)([O-])[O-].[K+].[K+]. The catalyst is CN(C=O)C. The product is [CH2:11]([O:10][C:9]([NH:8][C:5]1[CH:6]=[CH:7][C:2]([C:28]2[CH2:33][CH2:32][N:31]([C:34]([O:36][C:37]([CH3:40])([CH3:39])[CH3:38])=[O:35])[CH2:30][CH:29]=2)=[CH:3][C:4]=1[CH3:19])=[O:18])[C:12]1[CH:17]=[CH:16][CH:15]=[CH:14][CH:13]=1. The yield is 0.720. (7) The reactants are [S:1]1[C:5]2[CH:6]=[C:7]([N:10]3[CH2:14][C:13]([CH3:16])([CH3:15])[NH:12][C:11]3=[O:17])[CH:8]=[CH:9][C:4]=2[N:3]=[CH:2]1.I[C:19]1[CH:20]=[N:21][CH:22]=[CH:23][C:24]=1[CH3:25].N[C@@H]1CCCC[C@H]1N.P([O-])([O-])([O-])=O.[K+].[K+].[K+]. The yield is 0.0480. The product is [S:1]1[C:5]2[CH:6]=[C:7]([N:10]3[CH2:14][C:13]([CH3:15])([CH3:16])[N:12]([C:19]4[CH:20]=[N:21][CH:22]=[CH:23][C:24]=4[CH3:25])[C:11]3=[O:17])[CH:8]=[CH:9][C:4]=2[N:3]=[CH:2]1. The catalyst is [Cu](I)I.O1CCOCC1. (8) The reactants are [Cl:1][C:2]1[N:7]=[C:6]([C:8](OC)=[O:9])[CH:5]=[C:4]([N:12]([CH2:17][CH:18]2[CH2:22][O:21][C:20]([CH3:24])([CH3:23])[O:19]2)[S:13]([CH3:16])(=[O:15])=[O:14])[N:3]=1.[NH3:25]. The catalyst is CO. The product is [Cl:1][C:2]1[N:7]=[C:6]([C:8]([NH2:25])=[O:9])[CH:5]=[C:4]([N:12]([CH2:17][CH:18]2[CH2:22][O:21][C:20]([CH3:24])([CH3:23])[O:19]2)[S:13]([CH3:16])(=[O:15])=[O:14])[N:3]=1. The yield is 0.820. (9) The reactants are [CH2:1]([O:3][C:4]([C:6]1[N:10]=[CH:9][NH:8][N:7]=1)=[O:5])[CH3:2].C(O)C.[O-]CC.[Na+].[F:18][C:19]1[CH:26]=[CH:25][C:22]([CH2:23]Br)=[CH:21][CH:20]=1.O. The catalyst is C(O)C. The product is [CH2:1]([O:3][C:4]([C:6]1[N:10]=[CH:9][N:8]([CH2:23][C:22]2[CH:25]=[CH:26][C:19]([F:18])=[CH:20][CH:21]=2)[N:7]=1)=[O:5])[CH3:2]. The yield is 0.420.